Dataset: Reaction yield outcomes from USPTO patents with 853,638 reactions. Task: Predict the reaction yield, written as a fraction of the theoretical maximum amount of product (1.0 means a 100% yield; for example, 0.34 means a 34% yield). The reactants are [Li+].C[Si]([N-][Si](C)(C)C)(C)C.[O:11]1[CH2:15][CH2:14][O:13][CH:12]1[C:16]1[CH:17]=[C:18]([C:23]2[N:28]=[C:27]([CH3:29])[N:26]=[C:25]([S:30][CH3:31])[N:24]=2)[C:19](F)=[N:20][CH:21]=1.[NH2:32][C:33]1[CH:34]=[CH:35][C:36]([O:39][CH3:40])=[N:37][CH:38]=1.C1COCC1. The catalyst is [NH4+].[Cl-].O.C(OCC)(=O)C. The product is [O:11]1[CH2:15][CH2:14][O:13][CH:12]1[C:16]1[CH:17]=[C:18]([C:23]2[N:28]=[C:27]([CH3:29])[N:26]=[C:25]([S:30][CH3:31])[N:24]=2)[C:19]([NH:32][C:33]2[CH:38]=[N:37][C:36]([O:39][CH3:40])=[CH:35][CH:34]=2)=[N:20][CH:21]=1. The yield is 0.0615.